The task is: Binary Classification. Given a T-cell receptor sequence (or CDR3 region) and an epitope sequence, predict whether binding occurs between them.. This data is from TCR-epitope binding with 47,182 pairs between 192 epitopes and 23,139 TCRs. (1) The epitope is IPIQASLPF. The TCR CDR3 sequence is CASSLLGNTYEQYF. Result: 1 (the TCR binds to the epitope). (2) The epitope is YIFFASFYY. The TCR CDR3 sequence is CASSLDRPGYQWGQPQHF. Result: 1 (the TCR binds to the epitope). (3) The epitope is QARQMVQAMRTIGTHP. The TCR CDR3 sequence is CASTIHLGGELFF. Result: 0 (the TCR does not bind to the epitope). (4) The epitope is HTTDPSFLGRY. The TCR CDR3 sequence is CASSLFGGAGYNEQFF. Result: 1 (the TCR binds to the epitope). (5) The epitope is LVLSVNPYV. The TCR CDR3 sequence is CASSQSTGRAGELFF. Result: 0 (the TCR does not bind to the epitope). (6) The epitope is LPRRSGAAGA. The TCR CDR3 sequence is CASSQESDTYEQYF. Result: 0 (the TCR does not bind to the epitope).